From a dataset of Forward reaction prediction with 1.9M reactions from USPTO patents (1976-2016). Predict the product of the given reaction. (1) Given the reactants [CH3:1][C:2]1[C:8]([N+:9]([O-:11])=[O:10])=[CH:7][CH:6]=[CH:5][C:3]=1[NH2:4].[CH2:12]([O:15][C:16]1[CH:23]=[CH:22][C:19]([CH:20]=O)=[CH:18][CH:17]=1)[CH:13]=[CH2:14], predict the reaction product. The product is: [CH2:12]([O:15][C:16]1[CH:17]=[CH:18][C:19]([CH2:20][NH:4][C:3]2[CH:5]=[CH:6][CH:7]=[C:8]([N+:9]([O-:11])=[O:10])[C:2]=2[CH3:1])=[CH:22][CH:23]=1)[CH:13]=[CH2:14]. (2) The product is: [CH3:10][O:9][C:7]([C:6]1[CH:5]=[C:4]([Br:25])[C:3](=[O:2])[N:14]([C:15]2[CH:20]=[CH:19][CH:18]=[CH:17][CH:16]=2)[C:12]=1[CH3:13])=[O:8]. Given the reactants C[O:2][C:3](=O)[CH:4]=[CH:5][C:6](=[C:12]([NH:14][C:15]1[CH:20]=[CH:19][CH:18]=[CH:17][CH:16]=1)[CH3:13])[C:7]([O:9][CH2:10]C)=[O:8].C[O-].[Na+].[Br:25]N1C(=O)CCC1=O, predict the reaction product. (3) Given the reactants [CH:1](OC(N=NC(OC(C)C)=O)=O)(C)[CH3:2].C1(P(C2C=CC=CC=2)C2C=CC=CC=2)C=CC=CC=1.[Cl:34][C:35]1[CH:40]=[C:39]([O:41][CH2:42][CH:43]=[C:44]([Cl:46])[Cl:45])[CH:38]=[C:37]([Cl:47])[C:36]=1[CH2:48][OH:49].[OH:50][C:51]1[CH:56]=[CH:55][N:54]=[C:53]([C:57]([F:60])([F:59])[F:58])[CH:52]=1, predict the reaction product. The product is: [Cl:34][C:35]1[CH:40]=[C:39]([O:41][CH2:42][CH:43]=[C:44]([Cl:46])[Cl:45])[CH:38]=[C:37]([Cl:47])[C:36]=1[CH2:48][O:49][CH2:1][CH2:2][O:50][C:51]1[CH:56]=[CH:55][N:54]=[C:53]([C:57]([F:60])([F:58])[F:59])[CH:52]=1. (4) Given the reactants Cl.[NH2:2][C:3]1[CH:4]=[C:5]([C:9]2[CH:10]=[C:11]3[C:16](=[CH:17][CH:18]=2)[N:15]([CH3:19])[C:14](=[O:20])[CH2:13][CH2:12]3)[CH:6]=[N:7][CH:8]=1.[C:21]([O:24][CH2:25][C:26](Cl)=[O:27])(=[O:23])[CH3:22].C([O-])(O)=O.[Na+], predict the reaction product. The product is: [CH3:19][N:15]1[C:16]2[C:11](=[CH:10][C:9]([C:5]3[CH:4]=[C:3]([NH:2][C:26]([CH2:25][O:24][C:21](=[O:23])[CH3:22])=[O:27])[CH:8]=[N:7][CH:6]=3)=[CH:18][CH:17]=2)[CH2:12][CH2:13][C:14]1=[O:20].